The task is: Regression. Given a peptide amino acid sequence and an MHC pseudo amino acid sequence, predict their binding affinity value. This is MHC class I binding data.. This data is from Peptide-MHC class I binding affinity with 185,985 pairs from IEDB/IMGT. (1) The peptide sequence is LMMLVAPSY. The MHC is HLA-A30:02 with pseudo-sequence HLA-A30:02. The binding affinity (normalized) is 0.732. (2) The peptide sequence is VLKRYDLELW. The MHC is Mamu-B17 with pseudo-sequence Mamu-B17. The binding affinity (normalized) is 0.561. (3) The peptide sequence is LEPVYETV. The MHC is H-2-Kd with pseudo-sequence H-2-Kd. The binding affinity (normalized) is 0.0295. (4) The binding affinity (normalized) is 0.213. The MHC is HLA-B83:01 with pseudo-sequence HLA-B83:01. The peptide sequence is GSYFSGFYK. (5) The peptide sequence is FVAAALHNV. The MHC is HLA-A32:01 with pseudo-sequence HLA-A32:01. The binding affinity (normalized) is 0.